This data is from Catalyst prediction with 721,799 reactions and 888 catalyst types from USPTO. The task is: Predict which catalyst facilitates the given reaction. (1) Reactant: [C:1]([NH:5][CH2:6][C:7]([O:9][CH3:10])=[O:8])(=[O:4])[CH2:2][CH3:3].[C:11](O[C:11]([O:13][C:14]([CH3:17])([CH3:16])[CH3:15])=[O:12])([O:13][C:14]([CH3:17])([CH3:16])[CH3:15])=[O:12]. Product: [CH3:10][O:9][C:7](=[O:8])[CH2:6][N:5]([C:11]([O:13][C:14]([CH3:17])([CH3:16])[CH3:15])=[O:12])[C:1](=[O:4])[CH2:2][CH3:3]. The catalyst class is: 210. (2) Reactant: C1([C:7]2[C:15]3[C:10](=[CH:11][C:12](C(NS(N(C)C)(=O)=O)=O)=[CH:13][CH:14]=3)[N:9]3[CH:25](O)[C:26]4[C:31]([C:8]=23)=[CH:30][CH:29]=[C:28](OC)[CH:27]=4)CCCCC1.COP([C:41](=[CH2:46])[C:42](OC)=O)(OC)=O.[C:47](=[O:50])([O-])[O-:48].[Cs+].[Cs+].Cl. Product: [CH3:42][C:41]1[C:46]2[C:8]3=[CH:7][C:15]4[CH:14]=[CH:13][CH:12]=[CH:11][C:10]=4[N:9]3[CH2:25][C:26]([C:47]([OH:48])=[O:50])=[CH:27][C:28]=2[CH:29]=[CH:30][CH:31]=1. The catalyst class is: 18. (3) Reactant: [F:1][C:2]1[CH:11]=[C:10]([F:12])[CH:9]=[C:8]2[C:3]=1[C:4]([NH:20][C:21]1[CH:26]=[C:25]([N:27]3[CH2:32][CH2:31][O:30][CH2:29][CH2:28]3)[N:24]=[CH:23][C:22]=1[C:33]1[CH:34]=[C:35]([NH:39][S:40]([CH3:43])(=[O:42])=[O:41])[CH:36]=[CH:37][CH:38]=1)=[C:5]([CH3:19])[C:6]([N:13]1[CH2:18][CH2:17][NH:16][CH2:15][CH2:14]1)=[N:7]2.C(=O)([O-])[O-].[K+].[K+].Cl[C:51]([O:53][CH3:54])=[O:52]. Product: [F:1][C:2]1[CH:11]=[C:10]([F:12])[CH:9]=[C:8]2[C:3]=1[C:4]([NH:20][C:21]1[C:22]([C:33]3[CH:38]=[CH:37][CH:36]=[C:35]([NH:39][S:40]([CH3:43])(=[O:42])=[O:41])[CH:34]=3)=[CH:23][N:24]=[C:25]([N:27]3[CH2:32][CH2:31][O:30][CH2:29][CH2:28]3)[CH:26]=1)=[C:5]([CH3:19])[C:6]([N:13]1[CH2:18][CH2:17][N:16]([C:51]([O:53][CH3:54])=[O:52])[CH2:15][CH2:14]1)=[N:7]2. The catalyst class is: 4.